Dataset: Forward reaction prediction with 1.9M reactions from USPTO patents (1976-2016). Task: Predict the product of the given reaction. (1) Given the reactants [NH:1]1[CH2:5][CH2:4][CH2:3][C@H:2]1[CH2:6][OH:7].[Cl:8][C:9]1[N:14]=[C:13]([C:15]2[N:20]=[CH:19][C:18]3[CH:21]=[N:22][N:23]([C:24]4[N:29]=[C:28]([N:30]5[CH2:35][CH2:34][N:33](C(OC(C)(C)C)=O)[CH2:32][CH2:31]5)[CH:27]=[CH:26][CH:25]=4)[C:17]=3[CH:16]=2)[CH:12]=[N:11][CH:10]=1.[F-].[Cs+].O, predict the reaction product. The product is: [ClH:8].[ClH:8].[N:30]1([C:28]2[N:29]=[C:24]([N:23]3[C:17]4[CH:16]=[C:15]([C:13]5[N:14]=[C:9]([N:1]6[CH2:5][CH2:4][CH2:3][C@H:2]6[CH2:6][OH:7])[CH:10]=[N:11][CH:12]=5)[N:20]=[CH:19][C:18]=4[CH:21]=[N:22]3)[CH:25]=[CH:26][CH:27]=2)[CH2:31][CH2:32][NH:33][CH2:34][CH2:35]1. (2) Given the reactants [ClH:1].[C:2]([C:5]1[CH:10]=[CH:9][C:8]([CH2:11][CH2:12][C:13]2[N:36]([CH3:37])[C:16]3=[N:17][CH:18]=[C:19]([C:21]([N:23]4[C:31]5[C:26](=[CH:27][CH:28]=[CH:29][CH:30]=5)[CH2:25][CH:24]4[C:32]([O:34]C)=[O:33])=[O:22])[CH:20]=[C:15]3[N:14]=2)=[CH:7][CH:6]=1)(=[NH:4])[NH2:3].[OH-].[Na+].C(OCC)(=O)C.C(O)C.N, predict the reaction product. The product is: [ClH:1].[C:2]([C:5]1[CH:6]=[CH:7][C:8]([CH2:11][CH2:12][C:13]2[N:36]([CH3:37])[C:16]3=[N:17][CH:18]=[C:19]([C:21]([N:23]4[C:31]5[C:26](=[CH:27][CH:28]=[CH:29][CH:30]=5)[CH2:25][CH:24]4[C:32]([OH:34])=[O:33])=[O:22])[CH:20]=[C:15]3[N:14]=2)=[CH:9][CH:10]=1)(=[NH:3])[NH2:4]. (3) Given the reactants [Br-].[OH:2][CH2:3][CH2:4][CH2:5][P+](C1C=CC=CC=1)(C1C=CC=CC=1)C1C=CC=CC=1.O.[Na].[CH2:27]([O:34][C:35]1[CH:42]=[CH:41][C:38]([CH:39]=O)=[CH:37][CH:36]=1)[C:28]1[CH:33]=[CH:32][CH:31]=[CH:30][CH:29]=1, predict the reaction product. The product is: [CH2:27]([O:34][C:35]1[CH:42]=[CH:41][C:38]([CH:39]=[CH:5][CH2:4][CH2:3][OH:2])=[CH:37][CH:36]=1)[C:28]1[CH:33]=[CH:32][CH:31]=[CH:30][CH:29]=1. (4) Given the reactants [F:1][C:2]1[CH:3]=[C:4](/[CH:9]=[CH:10]/[CH:11]=O)[CH:5]=[C:6]([F:8])[CH:7]=1.[CH2:13]([NH:20][CH2:21][CH2:22][C:23]#[N:24])[C:14]1[CH:19]=[CH:18][CH:17]=[CH:16][CH:15]=1.[BH-](OC(C)=O)(OC(C)=O)OC(C)=O.[Na+].CC(O)=O, predict the reaction product. The product is: [CH2:13]([N:20]([CH2:11]/[CH:10]=[CH:9]/[C:4]1[CH:3]=[C:2]([F:1])[CH:7]=[C:6]([F:8])[CH:5]=1)[CH2:21][CH2:22][C:23]#[N:24])[C:14]1[CH:19]=[CH:18][CH:17]=[CH:16][CH:15]=1. (5) Given the reactants [N:1]1([S:7]([NH2:10])(=[O:9])=[O:8])[CH2:6][CH2:5][CH2:4][CH2:3][CH2:2]1.C([O-])=O.[NH4+].C(=O)([O-])[O-].[K+].[K+].Cl[C:22]1[N:27]=[CH:26][CH:25]=[CH:24][N:23]=1, predict the reaction product. The product is: [N:23]1[CH:24]=[CH:25][CH:26]=[N:27][C:22]=1[NH:10][S:7]([N:1]1[CH2:6][CH2:5][CH2:4][CH2:3][CH2:2]1)(=[O:9])=[O:8]. (6) Given the reactants CCCC[N+](CCCC)(CCCC)CCCC.[F-].[Si]([O:26][CH2:27][CH2:28][C:29]1[C:30]([F:58])=[C:31]([CH:55]=[CH:56][CH:57]=1)[CH2:32][N:33]1[CH2:54][CH2:53][C:36]2([O:41][CH2:40][CH2:39][N:38]([C:42]([C:44]3[N:45]=[C:46]([CH2:49][CH2:50][CH2:51][CH3:52])[S:47][CH:48]=3)=[O:43])[CH2:37]2)[CH2:35][CH2:34]1)(C(C)(C)C)(C)C, predict the reaction product. The product is: [CH2:49]([C:46]1[S:47][CH:48]=[C:44]([C:42]([N:38]2[CH2:37][C:36]3([CH2:53][CH2:54][N:33]([CH2:32][C:31]4[CH:55]=[CH:56][CH:57]=[C:29]([CH2:28][CH2:27][OH:26])[C:30]=4[F:58])[CH2:34][CH2:35]3)[O:41][CH2:40][CH2:39]2)=[O:43])[N:45]=1)[CH2:50][CH2:51][CH3:52]. (7) Given the reactants [C:1]([Si:5]([C:24]1[CH:29]=[CH:28][CH:27]=[CH:26][CH:25]=1)([C:18]1[CH:23]=[CH:22][CH:21]=[CH:20][CH:19]=1)[O:6][C:7]1[CH:12]=[CH:11][C:10](B(O)O)=[CH:9][C:8]=1[O:16][CH3:17])([CH3:4])([CH3:3])[CH3:2].I[C:31]1[CH:37]=[CH:36][CH:35]=[CH:34][C:32]=1[NH2:33].C([O-])([O-])=O.[K+].[K+], predict the reaction product. The product is: [C:1]([Si:5]([C:24]1[CH:29]=[CH:28][CH:27]=[CH:26][CH:25]=1)([C:18]1[CH:23]=[CH:22][CH:21]=[CH:20][CH:19]=1)[O:6][C:7]1[CH:12]=[CH:11][C:10]([C:31]2[CH:37]=[CH:36][CH:35]=[CH:34][C:32]=2[NH2:33])=[CH:9][C:8]=1[O:16][CH3:17])([CH3:4])([CH3:3])[CH3:2]. (8) Given the reactants [C:1]([O:5][C:6](=[O:16])[NH:7][C:8]1[NH:9][N:10]=[C:11]([N+:13]([O-])=O)[CH:12]=1)([CH3:4])([CH3:3])[CH3:2], predict the reaction product. The product is: [C:1]([O:5][C:6](=[O:16])[NH:7][C:8]1[NH:9][N:10]=[C:11]([NH2:13])[CH:12]=1)([CH3:4])([CH3:2])[CH3:3]. (9) The product is: [F:1][C:2]1[CH:7]=[C:6]([C:8]2[CH:13]=[CH:12][CH:11]=[CH:10][N:9]=2)[CH:5]=[CH:4][C:3]=1[C:14]1[O:15][C:16]2[C:22]([C:23]([NH2:27])=[O:24])=[CH:21][CH:20]=[CH:19][C:17]=2[N:18]=1. Given the reactants [F:1][C:2]1[CH:7]=[C:6]([C:8]2[CH:13]=[CH:12][CH:11]=[CH:10][N:9]=2)[CH:5]=[CH:4][C:3]=1[C:14]1[O:15][C:16]2[C:22]([C:23](OC)=[O:24])=[CH:21][CH:20]=[CH:19][C:17]=2[N:18]=1.[NH3:27], predict the reaction product. (10) Given the reactants [CH2:1]([N:17]1[CH:21]=[CH:20][N:19]=[CH:18]1)[CH2:2][CH2:3][CH2:4][CH2:5][CH2:6][CH2:7][CH2:8][CH2:9][CH2:10][CH2:11][CH2:12][CH2:13][CH2:14][CH2:15][CH3:16].[CH2:22]1[CH2:28][S:25](=[O:27])(=[O:26])[O:24][CH2:23]1, predict the reaction product. The product is: [CH2:1]([N:17]1[CH:21]=[CH:20][N+:19]([CH2:23][CH2:22][CH2:28][S:25]([O-:27])(=[O:26])=[O:24])=[CH:18]1)[CH2:2][CH2:3][CH2:4][CH2:5][CH2:6][CH2:7][CH2:8][CH2:9][CH2:10][CH2:11][CH2:12][CH2:13][CH2:14][CH2:15][CH3:16].